This data is from Reaction yield outcomes from USPTO patents with 853,638 reactions. The task is: Predict the reaction yield, written as a fraction of the theoretical maximum amount of product (1.0 means a 100% yield; for example, 0.34 means a 34% yield). (1) The reactants are [NH4+].[Cl-].C1C=CC2N(O)N=[N:9]C=2C=1.CCN=C=NCCCN(C)C.CCN(C(C)C)C(C)C.[CH2:33]([O:40][N:41]([C@H:54]1[CH2:59][N:58]([C:60]([O:62][C:63]([CH3:66])([CH3:65])[CH3:64])=[O:61])[C@H:57]([C:67](O)=[O:68])[CH2:56][CH2:55]1)[S:42]([C:45]1[CH:50]=[CH:49][CH:48]=[CH:47][C:46]=1[N+:51]([O-:53])=[O:52])(=[O:44])=[O:43])[C:34]1[CH:39]=[CH:38][CH:37]=[CH:36][CH:35]=1. The catalyst is CN(C=O)C.CCOC(C)=O. The product is [CH2:33]([O:40][N:41]([C@H:54]1[CH2:59][N:58]([C:60]([O:62][C:63]([CH3:64])([CH3:65])[CH3:66])=[O:61])[C@H:57]([C:67](=[O:68])[NH2:9])[CH2:56][CH2:55]1)[S:42]([C:45]1[CH:50]=[CH:49][CH:48]=[CH:47][C:46]=1[N+:51]([O-:53])=[O:52])(=[O:44])=[O:43])[C:34]1[CH:35]=[CH:36][CH:37]=[CH:38][CH:39]=1. The yield is 0.990. (2) The reactants are [C:1]([C:3]1[CH:8]=[CH:7][C:6]([CH2:9][CH2:10][C:11]([OH:13])=O)=[CH:5][CH:4]=1)#[N:2].S(Cl)(Cl)=O.[C:18]([NH2:22])([CH3:21])([CH3:20])[CH3:19].C(N(CC)CC)C. The catalyst is C1(C)C=CC=CC=1.C(Cl)Cl. The product is [C:18]([NH:22][C:11]([CH2:10][CH2:9][C:6]1[CH:5]=[CH:4][C:3]([C:1]#[N:2])=[CH:8][CH:7]=1)=[O:13])([CH3:21])([CH3:20])[CH3:19]. The yield is 0.540. (3) The reactants are [C:1]([N:4]1[C:13]2[C:8](=[CH:9][C:10]([C:16]([O:18]C)=[O:17])=[C:11]([O:14][CH3:15])[CH:12]=2)[CH:7]([NH:20][C:21]2[N:26]=[C:25]([CH3:27])[CH:24]=[CH:23][N:22]=2)[CH:6]([CH3:28])[CH:5]1[CH:29]1[CH2:31][CH2:30]1)(=[O:3])[CH3:2].C(N1C2C(=CC(C(OC)=O)=C(OC)C=2)C(N)C(C)C1C1CC1)(=O)C.[OH-].[Li+].Cl. The catalyst is O1CCCC1.O.CO.C(Cl)Cl. The product is [C:1]([N:4]1[C:13]2[C:8](=[CH:9][C:10]([C:16]([OH:18])=[O:17])=[C:11]([O:14][CH3:15])[CH:12]=2)[CH:7]([NH:20][C:21]2[N:26]=[C:25]([CH3:27])[CH:24]=[CH:23][N:22]=2)[CH:6]([CH3:28])[CH:5]1[CH:29]1[CH2:30][CH2:31]1)(=[O:3])[CH3:2]. The yield is 1.00. (4) The reactants are [Cl:1][C:2]1[CH:3]=[CH:4][C:5]([O:15][CH2:16][CH:17]2[CH2:22][CH2:21][CH2:20][CH2:19][CH2:18]2)=[C:6]([C:8](=O)[CH2:9][CH2:10][C:11](=O)[CH3:12])[CH:7]=1.[CH2:23]([O:25][C:26](=[O:34])[C:27]1[CH:32]=[CH:31][CH:30]=[C:29]([NH2:33])[CH:28]=1)[CH3:24].CC1C=CC(S(O)(=O)=O)=CC=1. The catalyst is C1(C)C=CC=CC=1.CCOC(C)=O. The product is [CH2:23]([O:25][C:26](=[O:34])[C:27]1[CH:32]=[CH:31][CH:30]=[C:29]([N:33]2[C:11]([CH3:12])=[CH:10][CH:9]=[C:8]2[C:6]2[CH:7]=[C:2]([Cl:1])[CH:3]=[CH:4][C:5]=2[O:15][CH2:16][CH:17]2[CH2:22][CH2:21][CH2:20][CH2:19][CH2:18]2)[CH:28]=1)[CH3:24]. The yield is 0.810. (5) The reactants are [C:1]([O:5][C:6]([N:8]1[CH2:12][CH2:11][CH2:10][C@@H:9]1[CH2:13][O:14][C:15]1[CH:20]=[CH:19][C:18]([OH:21])=[CH:17][CH:16]=1)=[O:7])([CH3:4])([CH3:3])[CH3:2].Cl[C:23]1[S:24][C:25]2[CH:31]=[C:30]([O:32][CH3:33])[CH:29]=[CH:28][C:26]=2[N:27]=1. No catalyst specified. The product is [C:1]([O:5][C:6]([N:8]1[CH2:12][CH2:11][CH2:10][C@@H:9]1[CH2:13][O:14][C:15]1[CH:20]=[CH:19][C:18]([O:21][C:23]2[S:24][C:25]3[CH:31]=[C:30]([O:32][CH3:33])[CH:29]=[CH:28][C:26]=3[N:27]=2)=[CH:17][CH:16]=1)=[O:7])([CH3:4])([CH3:2])[CH3:3]. The yield is 0.770. (6) The reactants are Br[C:2]1[CH:7]=[CH:6][C:5]([C:8](=[C:16]2[CH2:23][CH2:22]CC[CH2:19][CH2:18][CH2:17]2)[C:9]2[CH:14]=[CH:13][C:12]([OH:15])=[CH:11][CH:10]=2)=[CH:4][CH:3]=1.[CH:24](N(CC)C(C)C)(C)C.[CH2:33](O)[CH2:34][CH2:35][C:36]#C.[NH4+].[Cl-].CN([CH:44]=[O:45])C. The catalyst is Cl[Pd](Cl)([P](C1C=CC=CC=1)(C1C=CC=CC=1)C1C=CC=CC=1)[P](C1C=CC=CC=1)(C1C=CC=CC=1)C1C=CC=CC=1.[Cu]I.O. The product is [C:16]1(=[C:8]([C:5]2[CH:6]=[CH:7][C:2]([C:33]#[C:34][CH2:35][CH2:36][CH2:44][OH:45])=[CH:3][CH:4]=2)[C:9]2[CH:14]=[CH:13][C:12]([OH:15])=[CH:11][CH:10]=2)[CH2:23][CH2:22][CH2:24][CH2:19][CH2:18][CH2:17]1. The yield is 0.450. (7) The reactants are [CH3:1][C:2]1[C:16](=[O:17])[N:15]=[C:14]2[N:4]([C@@H:5]3[O:9][C@H:8]([CH2:10][OH:11])[C@@H:7]([OH:12])[C@@H:6]3[O:13]2)[CH:3]=1.[CH3:18][O:19][CH2:20][CH2:21][O:22]B([O:22][CH2:21][CH2:20][O:19][CH3:18])[O:22][CH2:21][CH2:20][O:19][CH3:18]. The product is [CH3:18][O:19][CH2:20][CH2:21][O:22][C@@H:6]1[C@H:7]([OH:12])[C@@H:8]([CH2:10][OH:11])[O:9][C@H:5]1[N:4]1[CH:3]=[C:2]([CH3:1])[C:16](=[O:17])[NH:15][C:14]1=[O:13]. The yield is 0.630. The catalyst is COCCO.